This data is from Full USPTO retrosynthesis dataset with 1.9M reactions from patents (1976-2016). The task is: Predict the reactants needed to synthesize the given product. (1) Given the product [Cl:1][C:2]1[N:7]=[C:6]([CH:9]2[CH2:11][CH2:10]2)[CH:5]=[CH:4][N:3]=1, predict the reactants needed to synthesize it. The reactants are: [Cl:1][C:2]1[N:7]=[C:6](Cl)[CH:5]=[CH:4][N:3]=1.[CH:9]1(B(O)O)[CH2:11][CH2:10]1.P([O-])([O-])([O-])=O.[K+].[K+].[K+].C1COCC1. (2) The reactants are: [Cl:1][C:2]1[CH:7]=[CH:6][C:5]([C:8]2[N:12]([CH:13]3[CH2:15][CH2:14]3)[C:11](=[O:16])[NH:10][CH:9]=2)=[CH:4][CH:3]=1.Br[CH:18]([CH3:24])[C:19]([O:21][CH2:22][CH3:23])=[O:20].C(=O)([O-])[O-].[Cs+].[Cs+]. Given the product [CH2:22]([O:21][C:19](=[O:20])[CH:18]([N:10]1[CH:9]=[C:8]([C:5]2[CH:4]=[CH:3][C:2]([Cl:1])=[CH:7][CH:6]=2)[N:12]([CH:13]2[CH2:14][CH2:15]2)[C:11]1=[O:16])[CH3:24])[CH3:23], predict the reactants needed to synthesize it. (3) Given the product [C:1]([C:3]1[CH:4]=[C:5]([C:17](=[O:25])[C:18]2[CH:23]=[CH:22][C:21]([N:26]3[CH:30]=[CH:29][N:28]=[CH:27]3)=[CH:20][CH:19]=2)[N:6]2[C:15]3[C:10](=[CH:11][CH:12]=[C:13]([CH3:16])[CH:14]=3)[CH:9]=[CH:8][C:7]=12)#[N:2], predict the reactants needed to synthesize it. The reactants are: [C:1]([C:3]1[CH:4]=[C:5]([C:17](=[O:25])[C:18]2[CH:23]=[CH:22][C:21](F)=[CH:20][CH:19]=2)[N:6]2[C:15]3[C:10](=[CH:11][CH:12]=[C:13]([CH3:16])[CH:14]=3)[CH:9]=[CH:8][C:7]=12)#[N:2].[NH:26]1[CH:30]=[CH:29][N:28]=[CH:27]1. (4) Given the product [CH:1]1([NH:4][C:5](=[O:23])[C:6]2[CH:11]=[C:10]([C:12]3[CH:13]=[C:14]4[C:18](=[CH:19][CH:20]=3)[N:17]([CH2:28][C:29]3[CH:34]=[CH:33][N:32]=[CH:31][CH:30]=3)[N:16]=[CH:15]4)[C:9]([CH3:21])=[C:8]([F:22])[CH:7]=2)[CH2:2][CH2:3]1, predict the reactants needed to synthesize it. The reactants are: [CH:1]1([NH:4][C:5](=[O:23])[C:6]2[CH:11]=[C:10]([C:12]3[CH:13]=[C:14]4[C:18](=[CH:19][CH:20]=3)[NH:17][N:16]=[CH:15]4)[C:9]([CH3:21])=[C:8]([F:22])[CH:7]=2)[CH2:3][CH2:2]1.[H-].[Na+].Br.Br[CH2:28][C:29]1[CH:34]=[CH:33][N:32]=[CH:31][CH:30]=1.